Dataset: Rat liver microsome stability data. Task: Regression/Classification. Given a drug SMILES string, predict its absorption, distribution, metabolism, or excretion properties. Task type varies by dataset: regression for continuous measurements (e.g., permeability, clearance, half-life) or binary classification for categorical outcomes (e.g., BBB penetration, CYP inhibition). Dataset: rlm. (1) The drug is CC(C)Oc1cccc(-c2csc(N3CCC(C(N)=O)CC3)n2)c1. The result is 1 (stable in rat liver microsomes). (2) The drug is O=C(CN1CCN2CCC[C@@H]2C1)NC1CCCCC1. The result is 1 (stable in rat liver microsomes). (3) The molecule is Cc1ccc(NC(=O)[C@H](CC2CCCC2)n2ccc(S(C)(=O)=O)cc2=O)nc1. The result is 1 (stable in rat liver microsomes). (4) The molecule is CS(=O)(=O)N1CCN(C(=O)c2cnc3ccc(F)cc3c2N2CCC(C#N)(c3ccc(F)cc3)CC2)CC1. The result is 1 (stable in rat liver microsomes).